Dataset: Catalyst prediction with 721,799 reactions and 888 catalyst types from USPTO. Task: Predict which catalyst facilitates the given reaction. (1) Reactant: Cl.[N+:2]([C:5]1[CH:13]=[CH:12][CH:11]=[C:10]2[C:6]=1[CH2:7][CH2:8][CH:9]2[NH:14][CH2:15][C:16]#[CH:17])([O-:4])=[O:3].C(N(CC)CC)C.[C:25]([O:29][C:30](O[C:30]([O:29][C:25]([CH3:28])([CH3:27])[CH3:26])=[O:31])=[O:31])([CH3:28])([CH3:27])[CH3:26]. Product: [C:30]([N:14]([CH:9]1[C:10]2[C:6](=[C:5]([N+:2]([O-:4])=[O:3])[CH:13]=[CH:12][CH:11]=2)[CH2:7][CH2:8]1)[CH2:15][C:16]#[CH:17])([O:29][C:25]([CH3:28])([CH3:27])[CH3:26])=[O:31]. The catalyst class is: 5. (2) Reactant: Cl[CH2:2][C:3]([N:5]1[CH2:10][CH2:9][N:8]([C:11]2[CH:16]=[C:15]([O:17][CH3:18])[C:14]([Cl:19])=[CH:13][C:12]=2[F:20])[CH2:7][C@@H:6]1[CH3:21])=[O:4].[Cl:22][C:23]1[CH:32]=[CH:31][C:26]2[NH:27][C:28](=[O:30])[O:29][C:25]=2[CH:24]=1.C([O-])([O-])=O.[K+].[K+]. Product: [Cl:22][C:23]1[CH:32]=[CH:31][C:26]2[N:27]([CH2:2][C:3]([N:5]3[CH2:10][CH2:9][N:8]([C:11]4[CH:16]=[C:15]([O:17][CH3:18])[C:14]([Cl:19])=[CH:13][C:12]=4[F:20])[CH2:7][C@@H:6]3[CH3:21])=[O:4])[C:28](=[O:30])[O:29][C:25]=2[CH:24]=1. The catalyst class is: 3. (3) Reactant: [Cl-].[Cl-].[NH3+]C1C=CC(C(N[C:11]2[CH:24]=[CH:23][C:14]([NH:15][C:16]3[CH:21]=[CH:20][N+](C)=CC=3)=[CH:13][CH:12]=2)=O)=CC=1.ClC1C2C(=CC=C([N+:38]([O-:40])=[O:39])C=2)N=CC=1. Product: [N+:38]([C:16]1[CH:21]=[CH:20][C:13]2[C:14](=[CH:23][CH:24]=[CH:11][CH:12]=2)[N:15]=1)([O-:40])=[O:39]. The catalyst class is: 240. (4) Reactant: [CH:1](NC(C)C)(C)C.C([Li])CCC.[Cl:13][C:14]1[N:19]=[C:18]2[CH:20]=[CH:21][N:22]([S:23]([C:26]3[CH:31]=[CH:30][CH:29]=[CH:28][CH:27]=3)(=[O:25])=[O:24])[C:17]2=[CH:16][CH:15]=1.CI. Product: [Cl:13][C:14]1[N:19]=[C:18]2[CH:20]=[C:21]([CH3:1])[N:22]([S:23]([C:26]3[CH:31]=[CH:30][CH:29]=[CH:28][CH:27]=3)(=[O:25])=[O:24])[C:17]2=[CH:16][CH:15]=1. The catalyst class is: 7. (5) Reactant: [OH:1][C:2]([CH3:28])([CH3:27])[CH2:3][O:4][C:5]1[CH:10]=[CH:9][C:8]([N:11]2[CH2:15][CH2:14][CH:13]([O:16][C:17]3[CH:22]=[CH:21][C:20](I)=[CH:19][CH:18]=3)[C:12]2=[O:24])=[CH:7][C:6]=1[O:25][CH3:26].C([O-])([O-])=O.[Na+].[Na+].[F:35][C:36]1[CH:41]=[CH:40][CH:39]=[CH:38][C:37]=1B(O)O. Product: [F:35][C:36]1[CH:41]=[CH:40][CH:39]=[CH:38][C:37]=1[C:20]1[CH:21]=[CH:22][C:17]([O:16][CH:13]2[CH2:14][CH2:15][N:11]([C:8]3[CH:9]=[CH:10][C:5]([O:4][CH2:3][C:2]([OH:1])([CH3:28])[CH3:27])=[C:6]([O:25][CH3:26])[CH:7]=3)[C:12]2=[O:24])=[CH:18][CH:19]=1. The catalyst class is: 128. (6) Reactant: [Br:1][C:2]1[CH:7]=[CH:6][C:5]([OH:8])=[C:4]([C:9]2[O:10][C:11]3[CH:17]=[CH:16][C:15]([CH3:18])=[CH:14][C:12]=3[N:13]=2)[CH:3]=1.[H-].[Na+].Cl[CH2:22][C:23]1[CH:28]=[CH:27][CH:26]=[CH:25][CH:24]=1. The catalyst class is: 18. Product: [CH2:22]([O:8][C:5]1[CH:6]=[CH:7][C:2]([Br:1])=[CH:3][C:4]=1[C:9]1[O:10][C:11]2[CH:17]=[CH:16][C:15]([CH3:18])=[CH:14][C:12]=2[N:13]=1)[C:23]1[CH:28]=[CH:27][CH:26]=[CH:25][CH:24]=1.